From a dataset of Full USPTO retrosynthesis dataset with 1.9M reactions from patents (1976-2016). Predict the reactants needed to synthesize the given product. (1) Given the product [F:1][C:2]1[CH:3]=[C:4]([C:8]2[NH:42][C:39]3[C:40]([C:9]=2[CH2:10][CH2:11][CH2:12][N:13]2[CH2:14][CH2:15][CH:16]([C:19]4[CH:20]=[C:21]([NH:25][C:26](=[O:30])[CH:27]([CH3:28])[CH3:29])[CH:22]=[CH:23][CH:24]=4)[CH2:17][CH2:18]2)=[CH:41][C:36]([O:35][C:34]([F:33])([F:44])[F:45])=[CH:37][CH:38]=3)[CH:5]=[CH:6][CH:7]=1, predict the reactants needed to synthesize it. The reactants are: [F:1][C:2]1[CH:3]=[C:4]([C:8](=O)[CH2:9][CH2:10][CH2:11][CH2:12][N:13]2[CH2:18][CH2:17][CH:16]([C:19]3[CH:20]=[C:21]([NH:25][C:26](=[O:30])[CH:27]([CH3:29])[CH3:28])[CH:22]=[CH:23][CH:24]=3)[CH2:15][CH2:14]2)[CH:5]=[CH:6][CH:7]=1.Cl.[F:33][C:34]([F:45])([F:44])[O:35][C:36]1[CH:41]=[CH:40][C:39]([NH:42]N)=[CH:38][CH:37]=1. (2) Given the product [Cl:14][C:15]1[N:16]=[CH:17][CH:18]=[C:19]2[CH:23]=[CH:22][N:21]([CH2:29][O:28][CH2:27][CH2:26][Si:25]([CH3:32])([CH3:31])[CH3:24])[C:20]=12, predict the reactants needed to synthesize it. The reactants are: FC(F)(F)C(O)=O.C(=O)([O-])[O-].[K+].[K+].[Cl:14][C:15]1[N:16]=[CH:17][CH:18]=[C:19]2[CH:23]=[CH:22][NH:21][C:20]=12.[CH3:24][Si:25]([CH3:32])([CH3:31])[CH2:26][CH2:27][O:28][CH2:29]Cl.[H-].[Na+]. (3) Given the product [Cl:1][C:2]1[CH:7]=[C:6]([CH:5]=[C:4]([Cl:11])[C:3]=1[C:12]#[C:13][C:14]([CH3:16])([CH3:15])[CH3:17])[NH2:8], predict the reactants needed to synthesize it. The reactants are: [Cl:1][C:2]1[CH:7]=[C:6]([N+:8]([O-])=O)[CH:5]=[C:4]([Cl:11])[C:3]=1[C:12]#[C:13][C:14]([CH3:17])([CH3:16])[CH3:15].[Cl-].[NH4+]. (4) Given the product [CH2:31]([O:33][C:34](=[O:35])[O:21][C:9]1[C:8]2[C:7](=[O:22])[N:6]([CH2:5][C:4]3[CH:23]=[CH:24][C:25]([O:27][CH3:28])=[CH:26][C:3]=3[O:2][CH3:1])[C:18](=[O:19])[C:17]=2[C:16]([O:20][CH:43]([C:37]2[CH:42]=[CH:41][CH:40]=[CH:39][CH:38]=2)[C:46]2[CH:51]=[CH:50][CH:49]=[CH:48][CH:47]=2)=[C:15]2[C:10]=1[CH:11]=[CH:12][CH:13]=[N:14]2)[CH3:32], predict the reactants needed to synthesize it. The reactants are: [CH3:1][O:2][C:3]1[CH:26]=[C:25]([O:27][CH3:28])[CH:24]=[CH:23][C:4]=1[CH2:5][N:6]1[C:18](=[O:19])[C:17]2[C:16]([OH:20])=[C:15]3[C:10]([CH:11]=[CH:12][CH:13]=[N:14]3)=[C:9]([OH:21])[C:8]=2[C:7]1=[O:22].[OH-].[Na+].[CH2:31]([O:33][C:34](Cl)=[O:35])[CH3:32].[C:37]1([CH:43]([C:46]2[CH:51]=[CH:50][CH:49]=[CH:48][CH:47]=2)[N+]#N)[CH:42]=[CH:41][CH:40]=[CH:39][CH:38]=1.